This data is from Reaction yield outcomes from USPTO patents with 853,638 reactions. The task is: Predict the reaction yield, written as a fraction of the theoretical maximum amount of product (1.0 means a 100% yield; for example, 0.34 means a 34% yield). (1) The product is [F:30][C:24]1[CH:25]=[CH:26][CH:27]=[C:28]([F:29])[C:23]=1[NH:22][C:20](=[O:21])[C:19]1[CH:31]=[CH:32][CH:33]=[C:17]([C:9]2[N:10]=[C:11]3[CH:16]=[CH:15][CH:14]=[CH:13][N:12]3[C:8]=2[C:6]2[CH:5]=[CH:4][N:3]=[C:2]([NH:38][C:37]3[CH:39]=[CH:40][C:41]([N:43]4[CH2:48][CH2:47][CH:46]([N:49]5[CH2:54][CH2:53][N:52]([S:55]([CH3:58])(=[O:57])=[O:56])[CH2:51][CH2:50]5)[CH2:45][CH2:44]4)=[CH:42][C:36]=3[O:35][CH3:34])[N:7]=2)[CH:18]=1. The catalyst is CC(O)C. The yield is 0.650. The reactants are Cl[C:2]1[N:7]=[C:6]([C:8]2[N:12]3[CH:13]=[CH:14][CH:15]=[CH:16][C:11]3=[N:10][C:9]=2[C:17]2[CH:18]=[C:19]([CH:31]=[CH:32][CH:33]=2)[C:20]([NH:22][C:23]2[C:28]([F:29])=[CH:27][CH:26]=[CH:25][C:24]=2[F:30])=[O:21])[CH:5]=[CH:4][N:3]=1.[CH3:34][O:35][C:36]1[CH:42]=[C:41]([N:43]2[CH2:48][CH2:47][CH:46]([N:49]3[CH2:54][CH2:53][N:52]([S:55]([CH3:58])(=[O:57])=[O:56])[CH2:51][CH2:50]3)[CH2:45][CH2:44]2)[CH:40]=[CH:39][C:37]=1[NH2:38].C1(C)C=CC(S(O)(=O)=O)=CC=1. (2) The reactants are [F:1][C:2]1[CH:7]=[CH:6][C:5]([CH2:8][C:9]2[CH:18]=[C:17]3[C:12]([C:13]([OH:26])=[C:14]([C:21]([O:23]CC)=O)[C:15](=[O:20])[N:16]3[CH3:19])=[N:11][CH:10]=2)=[CH:4][CH:3]=1.Cl.[NH2:28][CH2:29][CH2:30][S:31]([N:34]([CH3:36])[CH3:35])(=[O:33])=[O:32].C(N(CC)CC)C. No catalyst specified. The product is [CH3:35][N:34]([CH3:36])[S:31]([CH2:30][CH2:29][NH:28][C:21]([C:14]1[C:15](=[O:20])[N:16]([CH3:19])[C:17]2[C:12]([C:13]=1[OH:26])=[N:11][CH:10]=[C:9]([CH2:8][C:5]1[CH:4]=[CH:3][C:2]([F:1])=[CH:7][CH:6]=1)[CH:18]=2)=[O:23])(=[O:33])=[O:32]. The yield is 0.490. (3) The reactants are [N:1]1[C:10]2[C:5](=[CH:6][CH:7]=[C:8]([C:11]([O:13][CH2:14][CH3:15])=[O:12])[CH:9]=2)[CH:4]=[CH:3][CH:2]=1.C(OO)(=[O:18])C. The catalyst is ClCCl. The product is [CH2:14]([O:13][C:11]([C:8]1[CH:9]=[C:10]2[C:5]([CH:4]=[CH:3][CH:2]=[N+:1]2[O-:18])=[CH:6][CH:7]=1)=[O:12])[CH3:15]. The yield is 0.920. (4) The reactants are [C:1]([C:3]1[C:23]([N+:24]([O-:26])=[O:25])=[CH:22][CH:21]=[CH:20][C:4]=1[O:5][CH2:6][CH2:7][CH2:8][CH2:9][CH2:10][CH2:11][NH:12][C:13](=[O:19])OC(C)(C)C)#[N:2].Cl.N1C=CC=CC=1.[C:34]([O:37][C:38](C)([CH3:42])[C:39](Cl)=O)(=[O:36])[CH3:35]. The catalyst is O1CCOCC1. The product is [C:34]([O:37][C:38]([CH3:42])([CH3:39])[C:13]([NH:12][CH2:11][CH2:10][CH2:9][CH2:8][CH2:7][CH2:6][O:5][C:4]1[CH:20]=[CH:21][CH:22]=[C:23]([N+:24]([O-:26])=[O:25])[C:3]=1[C:1]#[N:2])=[O:19])(=[O:36])[CH3:35]. The yield is 0.900. (5) The reactants are Br[C:2]1[CH:3]=[CH:4][C:5]2[N:6]([N:8]=[C:9]([NH:11][C:12](=[O:19])[C:13]3[CH:18]=[CH:17][CH:16]=[N:15][CH:14]=3)[N:10]=2)[CH:7]=1.[O:20]1[CH:24]=[CH:23][C:22](B(O)O)=[CH:21]1. No catalyst specified. The product is [O:20]1[CH:24]=[CH:23][C:22]([C:2]2[CH:3]=[CH:4][C:5]3[N:6]([N:8]=[C:9]([NH:11][C:12](=[O:19])[C:13]4[CH:18]=[CH:17][CH:16]=[N:15][CH:14]=4)[N:10]=3)[CH:7]=2)=[CH:21]1. The yield is 0.210. (6) The reactants are [Cl:1][C:2]1[N:7]=[N:6][C:5]([C:8]([O:10]C)=O)=[CH:4][CH:3]=1.[NH3:12]. The catalyst is CO. The product is [Cl:1][C:2]1[N:7]=[N:6][C:5]([C:8]([NH2:12])=[O:10])=[CH:4][CH:3]=1. The yield is 0.990. (7) The reactants are [F:1][C:2]1[C:11]2[O:10][CH2:9][C@H:8]3[C@@H:12]([NH2:13])[C@H:7]3[C:6]=2[C:5]([F:14])=[CH:4][CH:3]=1.[F:15][C:16]1[CH:17]=[C:18]([CH:29]=[CH:30][CH:31]=1)[O:19][C:20]1[CH:21]=[CH:22][C:23]([N:26]=[C:27]=[S:28])=[N:24][CH:25]=1. The catalyst is C(#N)C. The product is [F:1][C:2]1[C:11]2[O:10][CH2:9][C@H:8]3[C@@H:12]([NH:13][C:27]([NH:26][C:23]4[CH:22]=[CH:21][C:20]([O:19][C:18]5[CH:29]=[CH:30][CH:31]=[C:16]([F:15])[CH:17]=5)=[CH:25][N:24]=4)=[S:28])[C@H:7]3[C:6]=2[C:5]([F:14])=[CH:4][CH:3]=1. The yield is 0.380.